From a dataset of Acute oral toxicity (LD50) regression data from Zhu et al.. Regression/Classification. Given a drug SMILES string, predict its toxicity properties. Task type varies by dataset: regression for continuous values (e.g., LD50, hERG inhibition percentage) or binary classification for toxic/non-toxic outcomes (e.g., AMES mutagenicity, cardiotoxicity, hepatotoxicity). Dataset: ld50_zhu. (1) The drug is c1ccc2ccccc2c1. The rat oral LD50 is 2.42, given as -log10 of the dose in mol/kg body weight (higher means more acutely toxic). (2) The drug is CC(C)N(C(=O)Cn1nc(-c2ccccc2)ccc1=O)C(C)Cc1ccccc1. The rat oral LD50 is 2.33, given as -log10 of the dose in mol/kg body weight (higher means more acutely toxic).